Dataset: NCI-60 drug combinations with 297,098 pairs across 59 cell lines. Task: Regression. Given two drug SMILES strings and cell line genomic features, predict the synergy score measuring deviation from expected non-interaction effect. (1) Drug 1: CC1=CC=C(C=C1)C2=CC(=NN2C3=CC=C(C=C3)S(=O)(=O)N)C(F)(F)F. Drug 2: CC12CCC3C(C1CCC2O)C(CC4=C3C=CC(=C4)O)CCCCCCCCCS(=O)CCCC(C(F)(F)F)(F)F. Cell line: CCRF-CEM. Synergy scores: CSS=1.60, Synergy_ZIP=-2.36, Synergy_Bliss=-4.05, Synergy_Loewe=-12.4, Synergy_HSA=-9.55. (2) Drug 1: CC1=CC=C(C=C1)C2=CC(=NN2C3=CC=C(C=C3)S(=O)(=O)N)C(F)(F)F. Drug 2: C1C(C(OC1N2C=NC3=C2NC=NCC3O)CO)O. Cell line: CCRF-CEM. Synergy scores: CSS=0.982, Synergy_ZIP=-0.198, Synergy_Bliss=-0.136, Synergy_Loewe=1.03, Synergy_HSA=-0.707. (3) Drug 1: C1=C(C(=O)NC(=O)N1)N(CCCl)CCCl. Drug 2: C1=C(C(=O)NC(=O)N1)F. Cell line: CCRF-CEM. Synergy scores: CSS=64.8, Synergy_ZIP=-9.29, Synergy_Bliss=-13.0, Synergy_Loewe=-7.98, Synergy_HSA=-5.58. (4) Drug 1: C1=CC(=C2C(=C1NCCNCCO)C(=O)C3=C(C=CC(=C3C2=O)O)O)NCCNCCO. Drug 2: CC12CCC3C(C1CCC2OP(=O)(O)O)CCC4=C3C=CC(=C4)OC(=O)N(CCCl)CCCl.[Na+]. Cell line: HCT-15. Synergy scores: CSS=58.7, Synergy_ZIP=-6.38, Synergy_Bliss=-9.64, Synergy_Loewe=-30.6, Synergy_HSA=-6.86. (5) Drug 1: CC1=CC=C(C=C1)C2=CC(=NN2C3=CC=C(C=C3)S(=O)(=O)N)C(F)(F)F. Drug 2: CC1C(C(CC(O1)OC2CC(CC3=C2C(=C4C(=C3O)C(=O)C5=CC=CC=C5C4=O)O)(C(=O)C)O)N)O. Cell line: SK-MEL-28. Synergy scores: CSS=49.1, Synergy_ZIP=-1.21, Synergy_Bliss=0.891, Synergy_Loewe=-19.0, Synergy_HSA=1.08. (6) Drug 1: CC1=C(C(=O)C2=C(C1=O)N3CC4C(C3(C2COC(=O)N)OC)N4)N. Drug 2: CCC1(C2=C(COC1=O)C(=O)N3CC4=CC5=C(C=CC(=C5CN(C)C)O)N=C4C3=C2)O.Cl. Cell line: SN12C. Synergy scores: CSS=14.2, Synergy_ZIP=-10.1, Synergy_Bliss=-14.6, Synergy_Loewe=-47.2, Synergy_HSA=-12.8.